From a dataset of Full USPTO retrosynthesis dataset with 1.9M reactions from patents (1976-2016). Predict the reactants needed to synthesize the given product. The reactants are: I[C:2]1[CH:7]=[CH:6][CH:5]=[CH:4][C:3]=1[N+:8]([O-:10])=[O:9].[NH2:11][C:12]1[CH:17]=[CH:16][C:15]([C:18]([C:20]2[CH:25]=[CH:24][C:23]([O:26][CH2:27][CH2:28][O:29][CH:30]3[CH2:35][CH2:34][CH2:33][CH2:32][O:31]3)=[CH:22][C:21]=2[CH3:36])=[O:19])=[C:14]([Cl:37])[CH:13]=1.C1C=CC(P(C2C=CC3C(=CC=CC=3)C=2C2C3C(=CC=CC=3)C=CC=2P(C2C=CC=CC=2)C2C=CC=CC=2)C2C=CC=CC=2)=CC=1.CCOC(C)=O. Given the product [Cl:37][C:14]1[CH:13]=[C:12]([NH:11][C:2]2[CH:7]=[CH:6][CH:5]=[CH:4][C:3]=2[N+:8]([O-:10])=[O:9])[CH:17]=[CH:16][C:15]=1[C:18]([C:20]1[CH:25]=[CH:24][C:23]([O:26][CH2:27][CH2:28][O:29][CH:30]2[CH2:35][CH2:34][CH2:33][CH2:32][O:31]2)=[CH:22][C:21]=1[CH3:36])=[O:19], predict the reactants needed to synthesize it.